Dataset: Full USPTO retrosynthesis dataset with 1.9M reactions from patents (1976-2016). Task: Predict the reactants needed to synthesize the given product. (1) Given the product [OH:13][CH:12]([C:14]1[CH:19]=[CH:18][N:17]=[CH:16][CH:15]=1)[CH2:11][N:7]1[C:8]2[CH:9]=[CH:10][C:2]([CH3:1])=[CH:3][C:4]=2[C:5]2[CH2:23][N:22]([CH2:31][CH:32]([OH:34])[CH3:33])[CH2:21][CH2:20][C:6]1=2, predict the reactants needed to synthesize it. The reactants are: [CH3:1][C:2]1[CH:10]=[CH:9][C:8]2[N:7]([CH2:11][CH:12]([C:14]3[CH:19]=[CH:18][N:17]=[CH:16][CH:15]=3)[OH:13])[C:6]3[CH2:20][CH2:21][NH:22][CH2:23][C:5]=3[C:4]=2[CH:3]=1.C(=O)([O-])[O-].[K+].[K+].Br[CH2:31][CH:32]([OH:34])[CH3:33]. (2) Given the product [CH2:9]([O:16][C:5]1[N:4]=[N:3][C:2]([Cl:1])=[CH:7][CH:6]=1)[C:10]1[CH:15]=[CH:14][CH:13]=[CH:12][CH:11]=1, predict the reactants needed to synthesize it. The reactants are: [Cl:1][C:2]1[N:3]=[N:4][C:5](Cl)=[CH:6][CH:7]=1.[CH2:9]([OH:16])[C:10]1[CH:15]=[CH:14][CH:13]=[CH:12][CH:11]=1. (3) Given the product [C:1]([O:5][C:6]([NH:7][CH:8]([CH2:9][CH3:11])[CH:44]([OH:43])[C:45]([OH:40])=[O:22])=[O:15])([CH3:4])([CH3:3])[CH3:2], predict the reactants needed to synthesize it. The reactants are: [C:1]([O:5][C:6](=[O:15])[NH:7][C@@H:8](CC)[CH:9]([C:11]#N)O)([CH3:4])([CH3:3])[CH3:2].C1([O:22]C)C=CC=CC=1.Cl.C(OC(OC(C)(C)C)=O)(OC(C)(C)C)=O.[O:40]1[CH2:45][CH2:44][O:43]CC1.